From a dataset of Catalyst prediction with 721,799 reactions and 888 catalyst types from USPTO. Predict which catalyst facilitates the given reaction. (1) Reactant: O1CCCCC1[O:7][CH:8]([CH3:11])[C:9]#[N:10].[Cl:12][C:13]1C(Cl)=N[C:20]2[C:15](=[CH:16][CH:17]=[CH:18][CH:19]=2)[N:14]=1.[Li+].CC([N-]C(C)C)C.Cl. Product: [Cl:12][C:13]1[C:9]([C:8](=[O:7])[CH3:11])=[N:10][C:16]2[C:15]([N:14]=1)=[CH:20][CH:19]=[CH:18][CH:17]=2. The catalyst class is: 1. (2) Reactant: [CH2:1]([O:3][C:4]([C:6]1[NH:7][C:8]2[C:13]([C:14]=1[C:15]1[CH:20]=[CH:19][CH:18]=[CH:17][CH:16]=1)=[CH:12][CH:11]=[CH:10][CH:9]=2)=[O:5])[CH3:2].[H-].[Na+].[CH3:23][C:24]1[CH:29]=[CH:28][C:27]([S:30](Cl)(=[O:32])=[O:31])=[CH:26][CH:25]=1.Cl. Product: [CH2:1]([O:3][C:4]([C:6]1[N:7]([S:30]([C:27]2[CH:28]=[CH:29][C:24]([CH3:23])=[CH:25][CH:26]=2)(=[O:32])=[O:31])[C:8]2[C:13]([C:14]=1[C:15]1[CH:20]=[CH:19][CH:18]=[CH:17][CH:16]=1)=[CH:12][CH:11]=[CH:10][CH:9]=2)=[O:5])[CH3:2]. The catalyst class is: 3. (3) Reactant: [H-].[Na+].[C:3](#[N:7])[CH2:4][C:5]#[N:6].[C:8]12[C:14](=[CH:15][CH:16]=[CH:17][CH:18]=1)[NH:13]C(=O)O[C:9]2=[O:10]. Product: [NH2:6][C:5]1[C:4]([C:3]#[N:7])=[C:9]([OH:10])[C:8]2[C:14](=[CH:15][CH:16]=[CH:17][CH:18]=2)[N:13]=1. The catalyst class is: 3. (4) Reactant: C[O:2][C:3]1[CH:4]=[C:5]([CH:29]=[CH:30][CH:31]=1)[CH2:6][C:7]1[NH:8][C:9]([C:22]2[CH:27]=[CH:26][CH:25]=[C:24]([CH3:28])[N:23]=2)=[C:10]([C:12]2[CH:13]=[C:14]3[C:19](=[CH:20][CH:21]=2)[N:18]=[CH:17][CH:16]=[CH:15]3)[N:11]=1.Br. Product: [CH3:28][C:24]1[N:23]=[C:22]([C:9]2[NH:8][C:7]([CH2:6][C:5]3[CH:4]=[C:3]([OH:2])[CH:31]=[CH:30][CH:29]=3)=[N:11][C:10]=2[C:12]2[CH:13]=[C:14]3[C:19](=[CH:20][CH:21]=2)[N:18]=[CH:17][CH:16]=[CH:15]3)[CH:27]=[CH:26][CH:25]=1. The catalyst class is: 15. (5) Reactant: [Cl:1][C:2]1[CH:3]=[C:4]([C:23]([O:25][CH3:26])=[O:24])[C:5]([CH3:22])=[C:6]([NH:8][CH:9]2[CH2:14][CH2:13][N:12]([C:15]([O:17][C:18]([CH3:21])([CH3:20])[CH3:19])=[O:16])[CH2:11][CH2:10]2)[CH:7]=1.[CH:27](=O)[CH3:28].C(O[BH-](OC(=O)C)OC(=O)C)(=O)C.[Na+].C([O-])(O)=O.[Na+]. Product: [Cl:1][C:2]1[CH:3]=[C:4]([C:23]([O:25][CH3:26])=[O:24])[C:5]([CH3:22])=[C:6]([N:8]([CH2:27][CH3:28])[CH:9]2[CH2:14][CH2:13][N:12]([C:15]([O:17][C:18]([CH3:19])([CH3:20])[CH3:21])=[O:16])[CH2:11][CH2:10]2)[CH:7]=1. The catalyst class is: 411.